From a dataset of Forward reaction prediction with 1.9M reactions from USPTO patents (1976-2016). Predict the product of the given reaction. Given the reactants C(OC[N:10]1[CH:14]=[C:13]([C:15]2[N:16]=[CH:17][N:18]([C:20]3[CH:25]=[CH:24][N:23]=[C:22]4[N:26]([C:32]5[CH:39]=[CH:38][C:35]([C:36]#[N:37])=[C:34]([NH:40][CH:41]([CH3:43])[CH3:42])[CH:33]=5)[N:27]=[C:28]([CH:29]([CH3:31])[CH3:30])[C:21]=34)[CH:19]=2)[CH:12]=[N:11]1)C1C=CC=CC=1.C(OCN1C=C(C2N=CN(C3C=CN=C4N(C5C=CC(C#N)=C(Br)C=5)N=C(C(C)C)C=34)C=2)C=N1)C1C=CC=CC=1.C(N)(C)C.O[C@H]1CC[C@H](N)CC1.[OH-].[Na+], predict the reaction product. The product is: [NH:10]1[CH:14]=[C:13]([C:15]2[N:16]=[CH:17][N:18]([C:20]3[CH:25]=[CH:24][N:23]=[C:22]4[N:26]([C:32]5[CH:39]=[CH:38][C:35]([C:36]#[N:37])=[C:34]([NH:40][CH:41]([CH3:43])[CH3:42])[CH:33]=5)[N:27]=[C:28]([CH:29]([CH3:31])[CH3:30])[C:21]=34)[CH:19]=2)[CH:12]=[N:11]1.